From a dataset of Peptide-MHC class I binding affinity with 185,985 pairs from IEDB/IMGT. Regression. Given a peptide amino acid sequence and an MHC pseudo amino acid sequence, predict their binding affinity value. This is MHC class I binding data. (1) The peptide sequence is LVIRNEVNDT. The MHC is HLA-A02:01 with pseudo-sequence HLA-A02:01. The binding affinity (normalized) is 0.127. (2) The peptide sequence is VSSHKGWAK. The MHC is HLA-A02:19 with pseudo-sequence HLA-A02:19. The binding affinity (normalized) is 0.0847. (3) The peptide sequence is FTNRSGSQ. The MHC is HLA-A29:02 with pseudo-sequence HLA-A29:02. The binding affinity (normalized) is 0. (4) The MHC is HLA-A68:02 with pseudo-sequence HLA-A68:02. The binding affinity (normalized) is 0.846. The peptide sequence is WVMKIGIGV. (5) The peptide sequence is MCTELKLSDY. The binding affinity (normalized) is 0. The MHC is HLA-A26:01 with pseudo-sequence HLA-A26:01. (6) The peptide sequence is SLLHESTLK. The MHC is HLA-A69:01 with pseudo-sequence HLA-A69:01. The binding affinity (normalized) is 0.0847. (7) The peptide sequence is MMHASTSPF. The MHC is HLA-C15:02 with pseudo-sequence HLA-C15:02. The binding affinity (normalized) is 0.0847. (8) The peptide sequence is SYQHFRRL. The MHC is H-2-Kb with pseudo-sequence H-2-Kb. The binding affinity (normalized) is 0.319. (9) The peptide sequence is QPQQLPQF. The MHC is HLA-B07:02 with pseudo-sequence HLA-B07:02. The binding affinity (normalized) is 0.327. (10) The binding affinity (normalized) is 0.0847. The peptide sequence is YQAFRTKVH. The MHC is HLA-B15:02 with pseudo-sequence HLA-B15:02.